From a dataset of Forward reaction prediction with 1.9M reactions from USPTO patents (1976-2016). Predict the product of the given reaction. (1) Given the reactants [Cl:1][C:2]1[N:7]=[C:6](Cl)[CH:5]=[C:4]([C:9]2[CH:14]=[CH:13][C:12]([F:15])=[CH:11][CH:10]=2)[N:3]=1.[C:16]([O:20][C:21]([N:23]1[CH2:28][CH2:27][NH:26][C@H:25]([CH3:29])[CH2:24]1)=[O:22])([CH3:19])([CH3:18])[CH3:17].C([O-])([O-])=O.[K+].[K+], predict the reaction product. The product is: [C:16]([O:20][C:21]([N:23]1[CH2:28][CH2:27][N:26]([C:6]2[CH:5]=[C:4]([C:9]3[CH:14]=[CH:13][C:12]([F:15])=[CH:11][CH:10]=3)[N:3]=[C:2]([Cl:1])[N:7]=2)[C@H:25]([CH3:29])[CH2:24]1)=[O:22])([CH3:19])([CH3:17])[CH3:18]. (2) Given the reactants [NH2:1][C@@H:2]([CH3:5])[CH2:3][OH:4].CCN(CC)CC.[CH3:13][C:14]([O:17][C:18](O[C:18]([O:17][C:14]([CH3:16])([CH3:15])[CH3:13])=[O:19])=[O:19])([CH3:16])[CH3:15].O, predict the reaction product. The product is: [C:14]([O:17][C:18]([NH:1][C@@H:2]([CH3:5])[CH2:3][OH:4])=[O:19])([CH3:16])([CH3:15])[CH3:13]. (3) Given the reactants [C:1]1([N:7]2[C:11](=[O:12])[CH:10]=[C:9]([C:13]([OH:15])=O)[NH:8]2)[CH:6]=[CH:5][CH:4]=[CH:3][CH:2]=1.[CH2:16]([O:18][C:19]([N:21]1[CH2:26][CH2:25][N:24]([C:27](=[O:39])[C@@H:28]([NH2:38])[CH2:29][CH2:30][C:31]([O:33][C:34]([CH3:37])([CH3:36])[CH3:35])=[O:32])[CH2:23][CH2:22]1)=[O:20])[CH3:17].C(Cl)CCl, predict the reaction product. The product is: [CH2:16]([O:18][C:19]([N:21]1[CH2:22][CH2:23][N:24]([C:27](=[O:39])[C@@H:28]([NH:38][C:13]([C:9]2[CH:10]=[C:11]([OH:12])[N:7]([C:1]3[CH:2]=[CH:3][CH:4]=[CH:5][CH:6]=3)[N:8]=2)=[O:15])[CH2:29][CH2:30][C:31]([O:33][C:34]([CH3:36])([CH3:35])[CH3:37])=[O:32])[CH2:25][CH2:26]1)=[O:20])[CH3:17]. (4) Given the reactants [Cl:1][C:2]1[CH:3]=[C:4]2[C:9](=[CH:10][CH:11]=1)[CH:8]=[C:7]([S:12]([N:15]([CH2:27][C:28](=[O:31])[CH2:29][CH3:30])[C@H:16]1[CH2:20][CH2:19][N:18]([C@@H:21]([CH3:25])[C:22](O)=[O:23])[C:17]1=[O:26])(=[O:14])=[O:13])[CH:6]=[CH:5]2.Cl.CN(C)CCCN=C=NCC.C1C=CC2N(O)N=NC=2C=1.[NH:54]1[CH2:59][CH2:58][O:57][CH2:56][CH2:55]1, predict the reaction product. The product is: [Cl:1][C:2]1[CH:3]=[C:4]2[C:9](=[CH:10][CH:11]=1)[CH:8]=[C:7]([S:12]([N:15]([C@H:16]1[CH2:20][CH2:19][N:18]([C@@H:21]([CH3:25])[C:22]([N:54]3[CH2:59][CH2:58][O:57][CH2:56][CH2:55]3)=[O:23])[C:17]1=[O:26])[CH2:27][C:28](=[O:31])[CH2:29][CH3:30])(=[O:13])=[O:14])[CH:6]=[CH:5]2. (5) Given the reactants CC(N)[C@H]1O[C@H](O[C@H]2[C@H](O)[C@@H](O[C@H]3OC[C@@](O)(C)[C@H](NC)[C@H]3O)[C@H](N)C[C@@H]2N)[C@H](N)CC1.[CH3:33][CH:34]([NH:64][CH3:65])[C@H:35]1[O:40][C@H:39]([O:41][C@H:42]2[C@H:47]([OH:48])[C@@H:46]([O:49][C@H:50]3[O:55][CH2:54][C@@:53]([OH:57])([CH3:56])[C@H:52]([NH:58][CH3:59])[C@H:51]3[OH:60])[C@H:45]([NH2:61])[CH2:44][C@@H:43]2[NH2:62])[C@H:38]([NH2:63])[CH2:37][CH2:36]1.C[C@@]1(O)[C@H](NC)[C@@H](O)[C@@H](O[C@@H]2[C@@H](O)[C@H](O[C@H]3O[C@H](CN)CC[C@H]3N)[C@@H](N)C[C@H]2N)OC1.OS(O)(=O)=O.[Na+].[Cl-].S(=O)(=O)(O)O.CCCCCCCCCCCCCCCC(OC[C@@H](OC(CCCCCCCCCCCCCCC)=O)COP(OCC[N+](C)(C)C)([O-])=O)=O.CC(CCC[C@H]([C@@H]1[C@]2(C)[C@H]([C@H]3[C@H](CC2)[C@]2(C)C(C[C@H](CC2)O)=CC3)CC1)C)C, predict the reaction product. The product is: [CH3:33][C@@H:34]([NH:64][CH3:65])[C@H:35]1[O:40][C@H:39]([O:41][C@H:42]2[C@H:47]([OH:48])[C@@H:46]([O:49][C@H:50]3[O:55][CH2:54][C@@:53]([OH:57])([CH3:56])[C@H:52]([NH:58][CH3:59])[C@H:51]3[OH:60])[C@H:45]([NH2:61])[CH2:44][C@@H:43]2[NH2:62])[C@H:38]([NH2:63])[CH2:37][CH2:36]1. (6) The product is: [Cl:1][C:2]1[CH:7]=[CH:6][C:5]([C:12]2[CH:13]=[CH:14][C:15]([CH3:19])=[C:16]([CH:18]=2)[NH2:17])=[CH:4][CH:3]=1. Given the reactants [Cl:1][C:2]1[CH:7]=[CH:6][C:5](B(O)O)=[CH:4][CH:3]=1.Br[C:12]1[CH:13]=[CH:14][C:15]([CH3:19])=[C:16]([CH:18]=1)[NH2:17].C(=O)([O-])[O-].[Na+].[Na+], predict the reaction product.